This data is from NCI-60 drug combinations with 297,098 pairs across 59 cell lines. The task is: Regression. Given two drug SMILES strings and cell line genomic features, predict the synergy score measuring deviation from expected non-interaction effect. (1) Drug 1: C1=NC(=NC(=O)N1C2C(C(C(O2)CO)O)O)N. Drug 2: CC(C)CN1C=NC2=C1C3=CC=CC=C3N=C2N. Cell line: A549. Synergy scores: CSS=25.5, Synergy_ZIP=4.25, Synergy_Bliss=4.61, Synergy_Loewe=3.78, Synergy_HSA=3.38. (2) Drug 1: C1=CN(C=N1)CC(O)(P(=O)(O)O)P(=O)(O)O. Drug 2: CN(CCCl)CCCl.Cl. Cell line: A549. Synergy scores: CSS=8.34, Synergy_ZIP=9.76, Synergy_Bliss=30.9, Synergy_Loewe=-6.94, Synergy_HSA=-1.34. (3) Drug 1: C1CCC(CC1)NC(=O)N(CCCl)N=O. Drug 2: C(CN)CNCCSP(=O)(O)O. Cell line: OVCAR3. Synergy scores: CSS=1.29, Synergy_ZIP=2.93, Synergy_Bliss=3.89, Synergy_Loewe=-8.62, Synergy_HSA=-2.33.